The task is: Predict which catalyst facilitates the given reaction.. This data is from Catalyst prediction with 721,799 reactions and 888 catalyst types from USPTO. Reactant: [Si:1]([O:8][C:9]1[C:17]2[N:16]=[C:15]([CH:18]([F:20])[F:19])[N:14]([C:21]3[N:26]=[C:25]([N:27]4[CH2:31][CH2:30][CH2:29][CH:28]4[CH2:32][OH:33])[CH:24]=[C:23](Cl)[N:22]=3)[C:13]=2[CH:12]=[CH:11][CH:10]=1)([C:4]([CH3:7])([CH3:6])[CH3:5])([CH3:3])[CH3:2].[NH:35]1[CH2:40][CH2:39][O:38][CH2:37][CH2:36]1. The catalyst class is: 6. Product: [Si:1]([O:8][C:9]1[C:17]2[N:16]=[C:15]([CH:18]([F:20])[F:19])[N:14]([C:21]3[N:26]=[C:25]([N:27]4[CH2:31][CH2:30][CH2:29][CH:28]4[CH2:32][OH:33])[CH:24]=[C:23]([N:35]4[CH2:40][CH2:39][O:38][CH2:37][CH2:36]4)[N:22]=3)[C:13]=2[CH:12]=[CH:11][CH:10]=1)([C:4]([CH3:7])([CH3:6])[CH3:5])([CH3:3])[CH3:2].